This data is from Forward reaction prediction with 1.9M reactions from USPTO patents (1976-2016). The task is: Predict the product of the given reaction. (1) Given the reactants [N:1]([C:4]1[C:9]([C:10]2[O:11][C:12]([CH2:15][CH3:16])=[CH:13][N:14]=2)=[CH:8][N:7]=[C:6]([N:17]2[CH2:22][CH2:21][CH:20]([C:23]([O:25][CH3:26])=[O:24])[CH2:19][CH2:18]2)[C:5]=1[Cl:27])=[N+]=[N-].[NH4+].[Cl-], predict the reaction product. The product is: [NH2:1][C:4]1[C:9]([C:10]2[O:11][C:12]([CH2:15][CH3:16])=[CH:13][N:14]=2)=[CH:8][N:7]=[C:6]([N:17]2[CH2:22][CH2:21][CH:20]([C:23]([O:25][CH3:26])=[O:24])[CH2:19][CH2:18]2)[C:5]=1[Cl:27]. (2) Given the reactants [N+:1]([C:4]1[CH:5]=[C:6]([CH:15]=[CH:16][CH:17]=1)[CH2:7][N:8]1[CH2:14][CH2:13][CH2:12][CH2:11][CH2:10][CH2:9]1)([O-])=O.[NH4+].[Cl-], predict the reaction product. The product is: [N:8]1([CH2:7][C:6]2[CH:5]=[C:4]([CH:17]=[CH:16][CH:15]=2)[NH2:1])[CH2:9][CH2:10][CH2:11][CH2:12][CH2:13][CH2:14]1. (3) Given the reactants Cl[S:2]([CH2:5][CH2:6][CH2:7][NH:8][C:9](=[O:11])[CH3:10])(=[O:4])=[O:3].[C:12]([O:20][CH2:21][CH2:22][O:23][C:24](=[O:33])[NH:25][CH2:26][CH2:27][C:28]([CH3:32])([CH3:31])[CH2:29][OH:30])(=[O:19])[C:13]1[CH:18]=[CH:17][CH:16]=[CH:15][CH:14]=1.C(N(CC)CC)C, predict the reaction product. The product is: [C:12]([O:20][CH2:21][CH2:22][O:23][C:24](=[O:33])[NH:25][CH2:26][CH2:27][C:28]([CH3:31])([CH3:32])[CH2:29][O:30][S:2]([CH2:5][CH2:6][CH2:7][NH:8][C:9](=[O:11])[CH3:10])(=[O:4])=[O:3])(=[O:19])[C:13]1[CH:14]=[CH:15][CH:16]=[CH:17][CH:18]=1. (4) The product is: [ClH:13].[Cl:13][CH2:2][C:3]1[N:7]([CH2:8][CH2:9][CH3:10])[N:6]=[N:5][CH:4]=1. Given the reactants O[CH2:2][C:3]1[N:7]([CH2:8][CH2:9][CH3:10])[N:6]=[N:5][CH:4]=1.S(Cl)([Cl:13])=O, predict the reaction product.